From a dataset of Full USPTO retrosynthesis dataset with 1.9M reactions from patents (1976-2016). Predict the reactants needed to synthesize the given product. (1) Given the product [C:1]([N:4]([CH2:37][C@@H:38]1[O:42][C:41](=[O:43])[N:40]([C:44]2[CH:49]=[CH:48][C:47]([N:50]3[CH2:57][C:56]4[C:52](=[N:53][N:54]([CH3:58])[CH:55]=4)[CH2:51]3)=[C:46]([F:59])[CH:45]=2)[CH2:39]1)[C:5]([O:7][CH2:8][O:9][C:10](=[O:36])[C:11]1[CH:16]=[CH:15][C:14]([O:17][P:18]([OH:28])([OH:20])=[O:19])=[CH:13][CH:12]=1)=[O:6])(=[O:3])[CH3:2], predict the reactants needed to synthesize it. The reactants are: [C:1]([N:4]([CH2:37][C@@H:38]1[O:42][C:41](=[O:43])[N:40]([C:44]2[CH:49]=[CH:48][C:47]([N:50]3[CH2:57][C:56]4[C:52](=[N:53][N:54]([CH3:58])[CH:55]=4)[CH2:51]3)=[C:46]([F:59])[CH:45]=2)[CH2:39]1)[C:5]([O:7][CH2:8][O:9][C:10](=[O:36])[C:11]1[CH:16]=[CH:15][C:14]([O:17][P:18]([O:28]CC2C=CC=CC=2)([O:20]CC2C=CC=CC=2)=[O:19])=[CH:13][CH:12]=1)=[O:6])(=[O:3])[CH3:2]. (2) The reactants are: [CH2:1]([CH:4]1[O:21][C:20]2[C:15](=[C:16]([O:22][CH3:23])[CH:17]=[CH:18][CH:19]=2)[C:14]2[C:5]1=[C:6]1[C:11](=[CH:12][CH:13]=2)[NH:10][C:9]([CH3:25])([CH3:24])[C:8](=[O:26])[NH:7]1)[CH:2]=[CH2:3].[C:27](=O)([O-])[O-].[Cs+].[Cs+].CI. Given the product [CH2:1]([CH:4]1[O:21][C:20]2[C:15](=[C:16]([O:22][CH3:23])[CH:17]=[CH:18][CH:19]=2)[C:14]2[C:5]1=[C:6]1[C:11](=[CH:12][CH:13]=2)[NH:10][C:9]([CH3:25])([CH3:24])[C:8](=[O:26])[N:7]1[CH3:27])[CH:2]=[CH2:3], predict the reactants needed to synthesize it. (3) The reactants are: [F:1][CH:2]([F:10])[C:3]1(O)[NH:7][N:6]=[C:5]([CH3:8])[CH2:4]1.[Br:11]Br. Given the product [Br:11][C:4]1[C:3]([CH:2]([F:10])[F:1])=[N:7][NH:6][C:5]=1[CH3:8], predict the reactants needed to synthesize it. (4) Given the product [Cl:8][C:9]1[C:14]2[O:15][C:16]([C:18]([N:29]3[CH2:30][CH2:31][N:26]([S:23]([CH3:22])(=[O:25])=[O:24])[CH2:27][CH2:28]3)=[O:20])=[CH:17][C:13]=2[C:12](=[O:21])[NH:11][N:10]=1, predict the reactants needed to synthesize it. The reactants are: C(N(CC)CC)C.[Cl:8][C:9]1[C:14]2[O:15][C:16]([C:18]([OH:20])=O)=[CH:17][C:13]=2[C:12](=[O:21])[NH:11][N:10]=1.[CH3:22][S:23]([N:26]1[CH2:31][CH2:30][NH:29][CH2:28][CH2:27]1)(=[O:25])=[O:24].O.N1(O)C2C=CC=CC=2N=N1.CN(C(ON1N=NC2C=CC=NC1=2)=[N+](C)C)C.F[P-](F)(F)(F)(F)F. (5) Given the product [CH2:8]([N:6]1[C:5](=[O:16])[NH:4][C:3](=[O:17])[C:2]([OH:1])=[N:7]1)[C:9]1[CH:10]=[CH:15][CH:14]=[CH:13][CH:12]=1, predict the reactants needed to synthesize it. The reactants are: [OH:1][C:2]1[C:3](=[O:17])[NH:4][C:5](=[O:16])[N:6]([CH2:8][CH2:9][C:10]2[CH:15]=[CH:14][CH:13]=[CH:12]C=2)[N:7]=1. (6) Given the product [N+:29]([C:24]1[CH:25]=[N:26][CH:27]=[CH:28][C:23]=1[C:9]1[O:8][C@H:7]([CH2:32][OH:33])[C@@H:6]([O:5][Si:4]([CH:47]([CH3:48])[CH3:49])([CH:1]([CH3:2])[CH3:3])[CH:44]([CH3:45])[CH3:46])[C@H:11]([O:12][Si:13]([CH:14]([CH3:16])[CH3:15])([CH:17]([CH3:19])[CH3:18])[CH:20]([CH3:22])[CH3:21])[CH:10]=1)([O-:31])=[O:30], predict the reactants needed to synthesize it. The reactants are: [CH:1]([Si:4]([CH:47]([CH3:49])[CH3:48])([CH:44]([CH3:46])[CH3:45])[O:5][C@H:6]1[C@H:11]([O:12][Si:13]([CH:20]([CH3:22])[CH3:21])([CH:17]([CH3:19])[CH3:18])[CH:14]([CH3:16])[CH3:15])[CH:10]=[C:9]([C:23]2[CH:28]=[CH:27][N:26]=[CH:25][C:24]=2[N+:29]([O-:31])=[O:30])[O:8][C@@H:7]1[CH2:32][O:33][Si](C(C)C)(C(C)C)C(C)C)([CH3:3])[CH3:2].Cl.C(=O)(O)[O-].[Na+]. (7) Given the product [N+:1]([C:4]1[CH:12]=[CH:11][CH:10]=[C:9]2[C:5]=1[CH2:6][CH2:7][CH:8]2[OH:13])([O-:3])=[O:2], predict the reactants needed to synthesize it. The reactants are: [N+:1]([C:4]1[CH:12]=[CH:11][CH:10]=[C:9]2[C:5]=1[CH2:6][CH2:7][C:8]2=[O:13])([O-:3])=[O:2].[BH4-].[Na+].[Cl-].[NH4+].